The task is: Predict the product of the given reaction.. This data is from Forward reaction prediction with 1.9M reactions from USPTO patents (1976-2016). (1) Given the reactants C([O:4][C:5]1[CH:10]=[CH:9][CH:8]=[C:7]([F:11])[C:6]=1[C:12]1[CH:17]=[CH:16][C:15]([Cl:18])=[CH:14][C:13]=1[Cl:19])C=C.[C:20]1(C)[CH:25]=C(C)C=C(C)[CH:21]=1, predict the reaction product. The product is: [CH2:25]([C:10]1[CH:9]=[CH:8][C:7]([F:11])=[C:6]([C:12]2[CH:17]=[CH:16][C:15]([Cl:18])=[CH:14][C:13]=2[Cl:19])[C:5]=1[OH:4])[CH:20]=[CH2:21]. (2) Given the reactants [Cl:1][C:2]1[N:9]=[C:8]([C:10]([F:13])([F:12])[F:11])[CH:7]=[CH:6][C:3]=1[C:4]#[N:5], predict the reaction product. The product is: [Cl:1][C:2]1[C:3]([CH2:4][NH2:5])=[CH:6][CH:7]=[C:8]([C:10]([F:11])([F:12])[F:13])[N:9]=1. (3) Given the reactants [CH3:1][C:2]1[CH:11]=[CH:10][C:9]([N:12]2[CH2:17][CH2:16][N:15]([CH3:18])[CH2:14][CH2:13]2)=[C:8]2[C:3]=1[CH2:4][CH2:5][C@@H:6]([NH:19][C:20](=[O:33])[C:21]1[CH:26]=[CH:25][C:24]([N:27]3[CH2:32][CH2:31][O:30][CH2:29][CH2:28]3)=[CH:23][CH:22]=1)[CH2:7]2.[ClH:34], predict the reaction product. The product is: [ClH:34].[CH3:1][C:2]1[CH:11]=[CH:10][C:9]([N:12]2[CH2:17][CH2:16][N:15]([CH3:18])[CH2:14][CH2:13]2)=[C:8]2[C:3]=1[CH2:4][CH2:5][C@@H:6]([NH:19][C:20](=[O:33])[C:21]1[CH:26]=[CH:25][C:24]([N:27]3[CH2:32][CH2:31][O:30][CH2:29][CH2:28]3)=[CH:23][CH:22]=1)[CH2:7]2. (4) Given the reactants [C:1]([Si:5]([CH3:24])([CH3:23])[O:6][C:7]1[CH:8]=[C:9]([C:14]2[O:15][C:16]3[CH:22]=[CH:21][CH:20]=[CH:19][C:17]=3[N:18]=2)[CH:10]=[CH:11][C:12]=1[CH3:13])([CH3:4])([CH3:3])[CH3:2].C1C(=O)N([Br:32])C(=O)C1.C(OOC(=O)C1C=CC=CC=1)(=O)C1C=CC=CC=1, predict the reaction product. The product is: [C:1]([Si:5]([CH3:24])([CH3:23])[O:6][C:7]1[CH:8]=[C:9]([C:14]2[O:15][C:16]3[CH:22]=[CH:21][CH:20]=[CH:19][C:17]=3[N:18]=2)[CH:10]=[CH:11][C:12]=1[CH2:13][Br:32])([CH3:2])([CH3:4])[CH3:3]. (5) Given the reactants I(O)(=O)(=O)=[O:2].[F:6][C:7]1[C:12]([F:13])=[CH:11][CH:10]=[CH:9][C:8]=1[C:14]1[N:49]=[C:17]2[CH:18]=[N:19][N:20]([CH:22]([C:30]3[O:34][N:33]=[C:32]([C:35]4[CH:40]=[CH:39][C:38]([O:41][CH2:42][CH2:43][CH3:44])=[CH:37][C:36]=4[C:45]([F:48])([F:47])[F:46])[CH:31]=3)[C:23]([O:25][CH2:26][CH2:27][CH2:28][OH:29])=[O:24])[CH:21]=[C:16]2[N:15]=1, predict the reaction product. The product is: [F:6][C:7]1[C:12]([F:13])=[CH:11][CH:10]=[CH:9][C:8]=1[C:14]1[N:49]=[C:17]2[CH:18]=[N:19][N:20]([CH:22]([C:30]3[O:34][N:33]=[C:32]([C:35]4[CH:40]=[CH:39][C:38]([O:41][CH2:42][CH2:43][CH3:44])=[CH:37][C:36]=4[C:45]([F:47])([F:48])[F:46])[CH:31]=3)[C:23]([O:25][CH2:26][CH2:27][C:28]([OH:2])=[O:29])=[O:24])[CH:21]=[C:16]2[N:15]=1. (6) Given the reactants [CH3:1][N:2]([CH3:30])[CH2:3][C:4]([NH:6][CH2:7][CH2:8][CH2:9][NH:10][C:11]1[N:16]=[C:15]2[N:17](COCC[Si](C)(C)C)[CH:18]=[CH:19][C:14]2=[C:13]([O:28][CH3:29])[CH:12]=1)=[O:5].O.O.O.[F-].C([N+](CCCC)(CCCC)CCCC)CCC, predict the reaction product. The product is: [CH3:30][N:2]([CH3:1])[CH2:3][C:4]([NH:6][CH2:7][CH2:8][CH2:9][NH:10][C:11]1[N:16]=[C:15]2[NH:17][CH:18]=[CH:19][C:14]2=[C:13]([O:28][CH3:29])[CH:12]=1)=[O:5]. (7) Given the reactants [CH2:1]([C:4]1[CH:13]=[CH:12][CH:11]=[C:10]2[C:5]=1[CH:6]=[CH:7][C:8](=S)[NH:9]2)[CH:2]=[CH2:3].O.[NH2:16][NH2:17], predict the reaction product. The product is: [CH2:1]([C:4]1[CH:13]=[CH:12][CH:11]=[C:10]2[C:5]=1[CH:6]=[CH:7][C:8](=[N:16][NH2:17])[NH:9]2)[CH:2]=[CH2:3]. (8) Given the reactants [NH2:1][C:2]1[S:3][C:4]([CH2:7][CH2:8][NH:9][C:10]2[C:15]([C:16]#[N:17])=[CH:14][N:13]=[C:12]3[CH:18]=[CH:19][S:20][C:11]=23)=[CH:5][N:6]=1.[Cl:21][C:22]1[CH:23]=[C:24]([N:28]=[C:29]=[O:30])[CH:25]=[CH:26][CH:27]=1, predict the reaction product. The product is: [Cl:21][C:22]1[CH:23]=[C:24]([NH:28][C:29]([NH:1][C:2]2[S:3][C:4]([CH2:7][CH2:8][NH:9][C:10]3[C:15]([C:16]#[N:17])=[CH:14][N:13]=[C:12]4[CH:18]=[CH:19][S:20][C:11]=34)=[CH:5][N:6]=2)=[O:30])[CH:25]=[CH:26][CH:27]=1.